From a dataset of Reaction yield outcomes from USPTO patents with 853,638 reactions. Predict the reaction yield, written as a fraction of the theoretical maximum amount of product (1.0 means a 100% yield; for example, 0.34 means a 34% yield). (1) The reactants are [CH3:1][C:2]1[CH:7]=[CH:6][N:5]=[C:4]([NH2:8])[CH:3]=1.CCN(CC)CC.[C:16](Cl)(=[O:21])[C:17]([CH3:20])([CH3:19])[CH3:18]. The catalyst is C(Cl)Cl. The product is [CH3:1][C:2]1[CH:7]=[CH:6][N:5]=[C:4]([NH:8][C:16](=[O:21])[C:17]([CH3:20])([CH3:19])[CH3:18])[CH:3]=1. The yield is 0.820. (2) The reactants are [NH2:1][C:2]1[CH:33]=[CH:32][C:5]([CH2:6][NH:7][C:8](=[O:31])[NH:9][CH:10]([CH2:16][C:17]2[CH:22]=[CH:21][CH:20]=[C:19]([O:23]CC3C=CC=CC=3)[CH:18]=2)[C:11]([O:13][CH2:14][CH3:15])=[O:12])=[CH:4][CH:3]=1. The catalyst is CO.[Pd]. The product is [NH2:1][C:2]1[CH:33]=[CH:32][C:5]([CH2:6][NH:7][C:8](=[O:31])[NH:9][CH:10]([CH2:16][C:17]2[CH:22]=[CH:21][CH:20]=[C:19]([OH:23])[CH:18]=2)[C:11]([O:13][CH2:14][CH3:15])=[O:12])=[CH:4][CH:3]=1. The yield is 0.980.